From a dataset of Full USPTO retrosynthesis dataset with 1.9M reactions from patents (1976-2016). Predict the reactants needed to synthesize the given product. (1) Given the product [CH3:21][C:22]1[N:23]([C:2]2[N:7]=[CH:6][C:5]([C:8]([OH:10])=[O:9])=[CH:4][CH:3]=2)[CH:24]=[CH:25][N:26]=1, predict the reactants needed to synthesize it. The reactants are: Cl[C:2]1[N:7]=[CH:6][C:5]([C:8]([O:10]C)=[O:9])=[CH:4][CH:3]=1.C(N(CC)C(C)C)(C)C.[CH3:21][C:22]1[NH:23][CH:24]=[CH:25][N:26]=1.C(OCC)(=O)C. (2) Given the product [CH3:1][O:2][C:3]1([C:10]2[CH:47]=[CH:46][C:45]([C:48]([F:51])([F:49])[F:50])=[CH:44][C:11]=2[CH2:12][N:13]([CH2:29][C:30]2[CH:35]=[C:34]([C:36]([F:37])([F:38])[F:39])[CH:33]=[C:32]([C:40]([F:42])([F:41])[F:43])[CH:31]=2)[C:14]2[N:15]=[N:16][N:17]([CH2:19][CH2:20][OH:21])[N:18]=2)[CH2:4][CH2:5][CH2:6][CH2:7][CH2:8][CH2:9]1, predict the reactants needed to synthesize it. The reactants are: [CH3:1][O:2][C:3]1([C:10]2[CH:47]=[CH:46][C:45]([C:48]([F:51])([F:50])[F:49])=[CH:44][C:11]=2[CH2:12][N:13]([CH2:29][C:30]2[CH:35]=[C:34]([C:36]([F:39])([F:38])[F:37])[CH:33]=[C:32]([C:40]([F:43])([F:42])[F:41])[CH:31]=2)[C:14]2[N:15]=[N:16][N:17]([CH2:19][CH2:20][O:21][Si](C(C)(C)C)(C)C)[N:18]=2)[CH2:9][CH2:8][CH2:7][CH2:6][CH2:5][CH2:4]1.[F-].C([N+](CCCC)(CCCC)CCCC)CCC.